Dataset: Forward reaction prediction with 1.9M reactions from USPTO patents (1976-2016). Task: Predict the product of the given reaction. Given the reactants F[C:2]1[CH:10]=[C:9](B2OC(C)(C)C(C)(C)O2)[CH:8]=[CH:7][C:3]=1[C:4]([NH2:6])=[O:5].Br[C:21]1[N:26]2[CH:27]=[CH:28][N:29]=[C:25]2[C:24]([NH:30][C:31]2[CH:36]=[CH:35][C:34]([N:37]3[CH2:42][CH2:41][N:40]([CH3:43])[CH2:39][CH2:38]3)=[CH:33][CH:32]=2)=[N:23][CH:22]=1.C([O-])([O-])=O.[Na+].[Na+].[CH3:50][N:51](C)[CH:52]=O, predict the reaction product. The product is: [CH3:50][N:51]([CH3:52])[C:2]1[CH:10]=[C:9]([C:21]2[N:26]3[CH:27]=[CH:28][N:29]=[C:25]3[C:24]([NH:30][C:31]3[CH:36]=[CH:35][C:34]([N:37]4[CH2:42][CH2:41][N:40]([CH3:43])[CH2:39][CH2:38]4)=[CH:33][CH:32]=3)=[N:23][CH:22]=2)[CH:8]=[CH:7][C:3]=1[C:4]([NH2:6])=[O:5].